From a dataset of Reaction yield outcomes from USPTO patents with 853,638 reactions. Predict the reaction yield, written as a fraction of the theoretical maximum amount of product (1.0 means a 100% yield; for example, 0.34 means a 34% yield). (1) The reactants are C(N(CC)CC)C.[CH:8]([N:11]=[C:12]=[O:13])([CH3:10])[CH3:9].[CH3:14][C:15]1[NH:19][N:18]=[C:17]([O:20][C:21]2[CH:26]=[CH:25][CH:24]=[C:23]([C:27]([F:30])([F:29])[F:28])[CH:22]=2)[CH:16]=1.Cl. The catalyst is C(OCC)(=O)C. The product is [CH:8]([NH:11][C:12]([N:19]1[C:15]([CH3:14])=[CH:16][C:17]([O:20][C:21]2[CH:26]=[CH:25][CH:24]=[C:23]([C:27]([F:28])([F:29])[F:30])[CH:22]=2)=[N:18]1)=[O:13])([CH3:10])[CH3:9]. The yield is 0.306. (2) The reactants are [Br:1][C:2]1[C:3](F)=[C:4]2[C:10]([NH:11][C:12]([C:14]3[N:19]=[CH:18][CH:17]=[CH:16][N:15]=3)=[O:13])=[CH:9][NH:8][C:5]2=[N:6][CH:7]=1.[NH:21]1[CH2:26][CH2:25][CH2:24][C@@H:23]([NH:27][C:28](=[O:34])[O:29][C:30]([CH3:33])([CH3:32])[CH3:31])[CH2:22]1. The catalyst is CCCCO. The product is [Br:1][C:2]1[C:3]([N:21]2[CH2:26][CH2:25][CH2:24][C@@H:23]([NH:27][C:28](=[O:34])[O:29][C:30]([CH3:32])([CH3:31])[CH3:33])[CH2:22]2)=[C:4]2[C:10]([NH:11][C:12]([C:14]3[N:19]=[CH:18][CH:17]=[CH:16][N:15]=3)=[O:13])=[CH:9][NH:8][C:5]2=[N:6][CH:7]=1. The yield is 0.400. (3) No catalyst specified. The reactants are Cl[C:2]1[C:7]2[CH:8]=[C:9]([C:21]([O:23][CH3:24])=[O:22])[N:10]([CH2:11][C:12]3[C:17]([CH3:18])=[CH:16][C:15]([CH3:19])=[CH:14][C:13]=3[CH3:20])[C:6]=2[CH:5]=[CH:4][N:3]=1.[CH3:25][O-:26].[Na+]. The yield is 0.150. The product is [CH3:25][O:26][C:2]1[C:7]2[CH:8]=[C:9]([C:21]([O:23][CH3:24])=[O:22])[N:10]([CH2:11][C:12]3[C:17]([CH3:18])=[CH:16][C:15]([CH3:19])=[CH:14][C:13]=3[CH3:20])[C:6]=2[CH:5]=[CH:4][N:3]=1. (4) The reactants are S(Cl)([Cl:3])=O.[CH3:5][O:6][C:7]1[CH:15]=[CH:14][C:10]([C:11](O)=[O:12])=[CH:9][C:8]=1[N+:16]([O-:18])=[O:17]. The catalyst is CCOC(C)=O. The product is [CH3:5][O:6][C:7]1[CH:15]=[CH:14][C:10]([C:11]([Cl:3])=[O:12])=[CH:9][C:8]=1[N+:16]([O-:18])=[O:17]. The yield is 0.770. (5) The reactants are [CH3:1][O:2][C:3]1[CH:4]=[C:5]([NH:11][C:12]2[C:13]3[N:29]=[CH:28][S:27][C:14]=3[N:15]=[C:16]([N:18]3[CH2:23][CH2:22][CH2:21][CH:20]([C:24](O)=[O:25])[CH2:19]3)[N:17]=2)[CH:6]=[CH:7][C:8]=1[O:9][CH3:10].[NH2:30][C:31]1[CH:36]=[CH:35][C:34]([C:37]2[N:38]([CH3:43])[C:39]([SH:42])=[N:40][N:41]=2)=[CH:33][CH:32]=1.O=P(Cl)(Cl)Cl.C([O-])(O)=O.[Na+]. The catalyst is N1C=CC=CC=1. The product is [CH3:1][O:2][C:3]1[CH:4]=[C:5]([NH:11][C:12]2[C:13]3[N:29]=[CH:28][S:27][C:14]=3[N:15]=[C:16]([N:18]3[CH2:23][CH2:22][CH2:21][CH:20]([C:24]([NH:30][C:31]4[CH:32]=[CH:33][C:34]([C:37]5[N:38]([CH3:43])[C:39]([SH:42])=[N:40][N:41]=5)=[CH:35][CH:36]=4)=[O:25])[CH2:19]3)[N:17]=2)[CH:6]=[CH:7][C:8]=1[O:9][CH3:10]. The yield is 0.331. (6) The reactants are Cl.[Cl:2][C:3]1[N:4]=[C:5]([N:12]2[CH2:17][CH2:16][NH:15][CH2:14][CH2:13]2)[C:6]2[O:11][CH:10]=[CH:9][C:7]=2[N:8]=1.ClC1N=C(Cl)C2[O:27][CH:26]=[CH:25]C=2N=1.N1CCNCC1.C(Cl)(=O)C. The catalyst is C(Cl)Cl.CN(C=O)C. The product is [Cl:2][C:3]1[N:4]=[C:5]([N:12]2[CH2:17][CH2:16][N:15]([C:26](=[O:27])[CH3:25])[CH2:14][CH2:13]2)[C:6]2[O:11][CH:10]=[CH:9][C:7]=2[N:8]=1. The yield is 0.640. (7) The reactants are [Cl:1][C:2]1[N:3]=[C:4]2[N:8]([C:9]=1[CH:10]=[O:11])[N:7]=[C:6]([CH2:12][O:13][CH3:14])[S:5]2.[BH4-].[Na+].[NH4+].[Cl-]. The catalyst is C(O)C. The product is [Cl:1][C:2]1[N:3]=[C:4]2[N:8]([C:9]=1[CH2:10][OH:11])[N:7]=[C:6]([CH2:12][O:13][CH3:14])[S:5]2. The yield is 0.660. (8) The reactants are [Cl:1][C:2]1[N:7]=[C:6]([CH3:8])[N:5]=[C:4]([NH:9][C:10]2[S:11][C:12]([S:15][C:16]#N)=[CH:13][N:14]=2)[CH:3]=1.SC[C@H:20]([C@@H:22]([CH2:24]S)O)[OH:21].C[C:27]1[C:28](C(N)=O)=[N:29]C=CC=1Cl.[O-]P([O-])([O-])=O.[K+].[K+].[K+].[CH3:45][OH:46]. The catalyst is O.CN(C=O)C. The product is [Cl:1][C:2]1[N:7]=[C:6]([CH3:8])[N:5]=[C:4]([NH:9][C:10]2[S:11][C:12]([S:15][C:16]3[CH:27]=[CH:28][N:29]=[C:22]([C:20]([O:46][CH3:45])=[O:21])[CH:24]=3)=[CH:13][N:14]=2)[CH:3]=1. The yield is 0.640. (9) The reactants are [N+:1]([C:4]1[CH:10]=[CH:9][C:7]([NH2:8])=[CH:6][CH:5]=1)([O-:3])=[O:2].[Br:11]Br. The catalyst is CC(O)=O. The product is [Br:11][C:9]1[CH:10]=[C:4]([N+:1]([O-:3])=[O:2])[CH:5]=[CH:6][C:7]=1[NH2:8]. The yield is 0.720. (10) The product is [OH:1][CH:2]([CH3:37])[CH2:3][CH2:4][N:5]1[C:13](=[O:14])[C:12]2[NH:11][C:10]([O:23][C:24]3[CH:29]=[CH:28][CH:27]=[C:26]([O:30][C:31]([F:33])([F:34])[F:32])[CH:25]=3)=[N:9][C:8]=2[N:7]([CH3:35])[C:6]1=[O:36]. The yield is 0.838. The catalyst is C1COCC1.C(OCC)(=O)C. The reactants are [OH:1][CH:2]([CH3:37])[CH2:3][CH2:4][N:5]1[C:13](=[O:14])[C:12]2[N:11](COCC[Si](C)(C)C)[C:10]([O:23][C:24]3[CH:29]=[CH:28][CH:27]=[C:26]([O:30][C:31]([F:34])([F:33])[F:32])[CH:25]=3)=[N:9][C:8]=2[N:7]([CH3:35])[C:6]1=[O:36].CCCC[N+](CCCC)(CCCC)CCCC.[F-].